Predict which catalyst facilitates the given reaction. From a dataset of Catalyst prediction with 721,799 reactions and 888 catalyst types from USPTO. (1) Reactant: FC(F)(F)S(O)(=O)=O.[C:9]1([CH:16]=[CH:15][CH:14]=[C:12]([OH:13])[CH:11]=1)[OH:10].[Cl:17][CH2:18][CH2:19][C:20](O)=[O:21].C(Cl)(Cl)Cl. Product: [Cl:17][CH2:18][CH2:19][C:20]([C:14]1[CH:15]=[CH:16][C:9]([OH:10])=[CH:11][C:12]=1[OH:13])=[O:21]. The catalyst class is: 6. (2) Reactant: Cl.[N+:2]([C:5]1[CH:6]=[C:7]([NH:11][NH2:12])[CH:8]=[CH:9][CH:10]=1)([O-:4])=[O:3].[CH2:13]([O:15][C:16](=[O:24])[CH:17]([C:21](=O)[CH3:22])[C:18](=O)[CH3:19])[CH3:14].N1C=CC=CC=1. Product: [CH2:13]([O:15][C:16]([C:17]1[C:18]([CH3:19])=[N:12][N:11]([C:7]2[CH:8]=[CH:9][CH:10]=[C:5]([N+:2]([O-:4])=[O:3])[CH:6]=2)[C:21]=1[CH3:22])=[O:24])[CH3:14]. The catalyst class is: 8. (3) Reactant: [CH:1]1[CH:2]=[CH:3][C:4]2[N:9]=[C:8]([C:10]3[N:14]=[CH:13][S:12][CH:11]=3)[NH:7][C:5]=2[CH:6]=1.[OH-].[Na+].[CH2:17](OS(OCC)(=O)=O)[CH3:18]. Product: [CH2:17]([N:9]1[C:4]2[CH:3]=[CH:2][CH:1]=[CH:6][C:5]=2[N:7]=[C:8]1[C:10]1[N:14]=[CH:13][S:12][CH:11]=1)[CH3:18]. The catalyst class is: 7. (4) Reactant: [C:1]([O:5][C:6]([N:8]1[CH2:12][CH2:11][CH:10]([N:13]2[CH2:17][CH2:16][CH:15]([C:18]([OH:20])=O)[CH2:14]2)[CH2:9]1)=[O:7])([CH3:4])([CH3:3])[CH3:2].OC1C2N=NNC=2C=CC=1.[NH2:31][CH2:32][C:33]([N:35]([C:37]1[CH:42]=[CH:41][C:40]([Cl:43])=[C:39]([CH2:44][O:45][C:46]2[C:54]3[N:53]=[C:52]([O:55][CH3:56])[N:51]([CH2:57][C:58]4[CH:63]=[CH:62][CH:61]=[CH:60][N:59]=4)[C:50]=3[CH:49]=[CH:48][CH:47]=2)[C:38]=1[Cl:64])[CH3:36])=[O:34].O. Product: [Cl:64][C:38]1[C:39]([CH2:44][O:45][C:46]2[C:54]3[N:53]=[C:52]([O:55][CH3:56])[N:51]([CH2:57][C:58]4[CH:63]=[CH:62][CH:61]=[CH:60][N:59]=4)[C:50]=3[CH:49]=[CH:48][CH:47]=2)=[C:40]([Cl:43])[CH:41]=[CH:42][C:37]=1[N:35]([CH3:36])[C:33](=[O:34])[CH2:32][NH:31][C:18]([CH:15]1[CH2:16][CH2:17][N:13]([CH:10]2[CH2:11][CH2:12][N:8]([C:6]([O:5][C:1]([CH3:2])([CH3:3])[CH3:4])=[O:7])[CH2:9]2)[CH2:14]1)=[O:20]. The catalyst class is: 3. (5) Reactant: [Br:1][C:2]1[CH:7]=[CH:6][C:5]([O:8][CH3:9])=[C:4]([OH:10])[C:3]=1[OH:11].[O:12]1[CH2:16]CC[CH2:13]1.C(N(C(C)C)CC)(C)C.[CH3:26][O:27][CH2:28]Cl. Product: [Br:1][C:2]1[CH:7]=[CH:6][C:5]([O:8][CH3:9])=[C:4]([O:10][CH2:13][O:12][CH3:16])[C:3]=1[O:11][CH2:26][O:27][CH3:28]. The catalyst class is: 6. (6) Reactant: Cl.Cl.[CH3:3][C:4]1([CH3:17])[C:12]2[C:7](=[CH:8][C:9]([NH2:14])=[C:10]([NH2:13])[CH:11]=2)[C:6]([CH3:16])([CH3:15])[CH2:5]1. Product: [CH3:15][C:6]1([CH3:16])[C:7]2[C:12](=[CH:11][C:10]([NH2:13])=[C:9]([NH2:14])[CH:8]=2)[C:4]([CH3:17])([CH3:3])[CH2:5]1. The catalyst class is: 4. (7) Reactant: [NH2:1][C:2]1[C:7]([OH:8])=[CH:6][N:5]=[C:4]([Cl:9])[N:3]=1.Br[CH2:11][CH2:12]Br.C([O-])([O-])=O.[K+].[K+]. Product: [Cl:9][C:4]1[N:5]=[CH:6][C:7]2[O:8][CH2:11][CH2:12][NH:1][C:2]=2[N:3]=1. The catalyst class is: 2. (8) Reactant: [Cl:1][C:2]1[CH:7]=[CH:6][CH:5]=[CH:4][C:3]=1[C:8]1[O:9][C:10]([CH:16]([CH3:18])[CH3:17])=[C:11]([CH2:13][CH2:14][OH:15])[N:12]=1.O.[C:20]1([CH3:30])[CH:25]=[CH:24][C:23]([S:26](Cl)(=[O:28])=[O:27])=[CH:22][CH:21]=1.Cl. Product: [Cl:1][C:2]1[CH:7]=[CH:6][CH:5]=[CH:4][C:3]=1[C:8]1[O:9][C:10]([CH:16]([CH3:18])[CH3:17])=[C:11]([CH2:13][CH2:14][O:15][S:26]([C:23]2[CH:24]=[CH:25][C:20]([CH3:30])=[CH:21][CH:22]=2)(=[O:28])=[O:27])[N:12]=1. The catalyst class is: 202.